This data is from Forward reaction prediction with 1.9M reactions from USPTO patents (1976-2016). The task is: Predict the product of the given reaction. Given the reactants [C:1]1([CH:7]([C:16]2[CH:21]=[CH:20][CH:19]=[CH:18][CH:17]=2)[CH2:8][CH2:9][N:10]2[CH2:14][CH2:13][C@H:12]([NH2:15])[CH2:11]2)[CH:6]=[CH:5][CH:4]=[CH:3][CH:2]=1.[CH2:22]([C:24]1[CH:29]=[C:28]([N:30]=[C:31]=[O:32])[CH:27]=[C:26]([CH3:33])[N:25]=1)[CH3:23], predict the reaction product. The product is: [C:16]1([CH:7]([C:1]2[CH:2]=[CH:3][CH:4]=[CH:5][CH:6]=2)[CH2:8][CH2:9][N:10]2[CH2:14][CH2:13][C@H:12]([NH:15][C:31]([NH:30][C:28]3[CH:27]=[C:26]([CH3:33])[N:25]=[C:24]([CH2:22][CH3:23])[CH:29]=3)=[O:32])[CH2:11]2)[CH:17]=[CH:18][CH:19]=[CH:20][CH:21]=1.